From a dataset of Forward reaction prediction with 1.9M reactions from USPTO patents (1976-2016). Predict the product of the given reaction. (1) Given the reactants C([Si]([C:8]#[C:9][C:10]1[CH:11]=[C:12]2[C:16](=[CH:17][CH:18]=1)[NH:15][CH:14]=[CH:13]2)(CC)CC)C.[F-].C([N+](CCCC)(CCCC)CCCC)CCC, predict the reaction product. The product is: [C:9]([C:10]1[CH:11]=[C:12]2[C:16](=[CH:17][CH:18]=1)[NH:15][CH:14]=[CH:13]2)#[CH:8]. (2) Given the reactants [OH:1][C:2]1[CH:7]=[CH:6][C:5]([C:8]2[CH:13]=[CH:12][C:11]([C:14]#[N:15])=[CH:10][CH:9]=2)=[CH:4][CH:3]=1.[CH2:16]([O:18][C:19]([C:21]1([CH2:36]I)[CH2:25][CH2:24][N:23]([C:26](=[O:35])[C:27]2[CH:32]=[CH:31][CH:30]=[CH:29][C:28]=2[O:33][CH3:34])[CH2:22]1)=[O:20])[CH3:17], predict the reaction product. The product is: [CH2:16]([O:18][C:19]([C:21]1([CH2:36][O:1][C:2]2[CH:3]=[CH:4][C:5]([C:8]3[CH:13]=[CH:12][C:11]([C:14]#[N:15])=[CH:10][CH:9]=3)=[CH:6][CH:7]=2)[CH2:25][CH2:24][N:23]([C:26](=[O:35])[C:27]2[CH:32]=[CH:31][CH:30]=[CH:29][C:28]=2[O:33][CH3:34])[CH2:22]1)=[O:20])[CH3:17]. (3) Given the reactants [O:1]=[S:2]1(=[O:15])[CH2:7][CH2:6][N:5]([C:8]2[N:13]=[CH:12][N:11]=[C:10]([NH2:14])[CH:9]=2)[CH2:4][CH2:3]1.[H-].[Na+].Cl[C:19]1[S:20][C:21]([C:24]#[N:25])=[CH:22][N:23]=1, predict the reaction product. The product is: [O:15]=[S:2]1(=[O:1])[CH2:7][CH2:6][N:5]([C:8]2[N:13]=[CH:12][N:11]=[C:10]([NH:14][C:19]3[S:20][C:21]([C:24]#[N:25])=[CH:22][N:23]=3)[CH:9]=2)[CH2:4][CH2:3]1. (4) Given the reactants [F:1][C:2]1[CH:3]=[CH:4][C:5]([NH:11][CH2:12][CH2:13][CH2:14][C:15]([F:18])([F:17])[F:16])=[C:6]([CH:10]=1)[C:7]([OH:9])=O.[CH3:19][C:20]([NH2:24])([C:22]#[CH:23])[CH3:21].C1C=CC2N(O)N=NC=2C=1.CCN=C=NCCCN(C)C.CCN(C(C)C)C(C)C, predict the reaction product. The product is: [F:1][C:2]1[CH:3]=[CH:4][C:5]([NH:11][CH2:12][CH2:13][CH2:14][C:15]([F:18])([F:17])[F:16])=[C:6]([CH:10]=1)[C:7]([NH:24][C:20]([CH3:21])([C:22]#[CH:23])[CH3:19])=[O:9]. (5) Given the reactants [CH3:1][O:2][C:3]1[C:15]2[O:14][C:9]3([CH2:13][CH2:12][CH2:11][CH2:10]3)[CH2:8][C:7]=2[CH:6]=[C:5]([CH:16]=O)[CH:4]=1.[I-].[CH:19]([P+](C1C=CC=CC=1)(C1C=CC=CC=1)C1C=CC=CC=1)([CH3:21])[CH3:20].[H-].[Na+].[Cl-].[NH4+], predict the reaction product. The product is: [CH3:1][O:2][C:3]1[C:15]2[O:14][C:9]3([CH2:10][CH2:11][CH2:12][CH2:13]3)[CH2:8][C:7]=2[CH:6]=[C:5]([CH:16]=[C:19]([CH3:21])[CH3:20])[CH:4]=1. (6) Given the reactants Br[C:2]1[N:7]=[C:6]2[N:8]([CH2:12][C:13]3[C:18]([F:19])=[CH:17][CH:16]=[C:15]([F:20])[C:14]=3[Cl:21])[CH2:9][CH2:10][NH:11][C:5]2=[N:4][CH:3]=1.C([N:29]1[CH2:34][CH2:33][N:32]([C:35]2[N:40]=[CH:39][C:38](B3OC(C)(C)C(C)(C)O3)=[CH:37][N:36]=2)[CH2:31][CH2:30]1)(OC(C)(C)C)=O, predict the reaction product. The product is: [Cl:21][C:14]1[C:15]([F:20])=[CH:16][CH:17]=[C:18]([F:19])[C:13]=1[CH2:12][N:8]1[C:6]2=[N:7][C:2]([C:38]3[CH:37]=[N:36][C:35]([N:32]4[CH2:33][CH2:34][NH:29][CH2:30][CH2:31]4)=[N:40][CH:39]=3)=[CH:3][N:4]=[C:5]2[NH:11][CH2:10][CH2:9]1. (7) Given the reactants [CH2:1]([O:3][C:4](=[O:27])[CH2:5][CH2:6][CH2:7][CH2:8][CH2:9][CH2:10][N:11]1[C:15](=[O:16])[CH2:14][CH2:13][C@@H:12]1/[CH:17]=[CH:18]/[C:19]([C:21]1[O:22][C:23](Br)=[CH:24][CH:25]=1)=[O:20])[CH3:2].C(=O)([O-])[O-].[K+].[K+].[CH3:34][C:35]1[CH:40]=[CH:39][CH:38]=[CH:37][C:36]=1B(O)O.[BH4-].[Na+], predict the reaction product. The product is: [CH2:1]([O:3][C:4](=[O:27])[CH2:5][CH2:6][CH2:7][CH2:8][CH2:9][CH2:10][N:11]1[C:15](=[O:16])[CH2:14][CH2:13][C@@H:12]1[CH2:17][CH2:18][CH:19]([OH:20])[C:21]1[O:22][C:23]([C:36]2[CH:37]=[CH:38][CH:39]=[CH:40][C:35]=2[CH3:34])=[CH:24][CH:25]=1)[CH3:2]. (8) Given the reactants [F:1][C:2]([F:11])([F:10])[C:3]1[CH:9]=[CH:8][CH:7]=[CH:6][C:4]=1[NH2:5].C(N(CC)CC)C.[F:19][C:20]1[C:28]([N:29]([CH3:38])[C:30](=[O:37])[C:31]2[CH:36]=[CH:35][CH:34]=[CH:33][CH:32]=2)=[CH:27][CH:26]=[CH:25][C:21]=1[C:22](Cl)=[O:23].[OH-].[Na+], predict the reaction product. The product is: [F:19][C:20]1[C:28]([N:29]([CH3:38])[C:30](=[O:37])[C:31]2[CH:32]=[CH:33][CH:34]=[CH:35][CH:36]=2)=[CH:27][CH:26]=[CH:25][C:21]=1[C:22]([NH:5][C:4]1[CH:6]=[CH:7][CH:8]=[CH:9][C:3]=1[C:2]([F:10])([F:11])[F:1])=[O:23].